Dataset: Full USPTO retrosynthesis dataset with 1.9M reactions from patents (1976-2016). Task: Predict the reactants needed to synthesize the given product. (1) Given the product [Cl:3][C:4]1[CH:5]=[C:6]([C:14]2[O:18][N:17]=[C:16]([C:19]3[C:20]([CH2:33][CH3:34])=[C:21]([CH2:25][CH2:26][CH2:27][C:28]([OH:30])=[O:29])[CH:22]=[CH:23][CH:24]=3)[N:15]=2)[CH:7]=[N:8][C:9]=1[O:10][CH:11]([CH3:13])[CH3:12], predict the reactants needed to synthesize it. The reactants are: [OH-].[Na+].[Cl:3][C:4]1[CH:5]=[C:6]([C:14]2[O:18][N:17]=[C:16]([C:19]3[C:20]([CH2:33][CH3:34])=[C:21]([CH2:25][CH2:26][CH2:27][C:28]([O:30]CC)=[O:29])[CH:22]=[CH:23][CH:24]=3)[N:15]=2)[CH:7]=[N:8][C:9]=1[O:10][CH:11]([CH3:13])[CH3:12].Cl. (2) Given the product [ClH:41].[F:1][C:2]1[CH:3]=[C:4]([S:14]([NH:17][C:18]2[CH:19]=[C:20]([NH:26][C:27](=[O:40])[C@:28]([CH3:29])([CH2:30][OH:31])[NH2:32])[CH:21]=[CH:22][C:23]=2[O:24][CH3:25])(=[O:16])=[O:15])[CH:5]=[CH:6][C:7]=1[C:8]1[O:9][C:10]([CH3:13])=[CH:11][CH:12]=1, predict the reactants needed to synthesize it. The reactants are: [F:1][C:2]1[CH:3]=[C:4]([S:14]([NH:17][C:18]2[CH:19]=[C:20]([NH:26][C:27](=[O:40])[C:28]([NH:32]C(=O)OC(C)(C)C)([CH2:30][OH:31])[CH3:29])[CH:21]=[CH:22][C:23]=2[O:24][CH3:25])(=[O:16])=[O:15])[CH:5]=[CH:6][C:7]=1[C:8]1[O:9][C:10]([CH3:13])=[CH:11][CH:12]=1.[ClH:41]. (3) The reactants are: Br[C:2]1[CH:3]=[C:4]2[C:9](=[CH:10][CH:11]=1)[N:8]([CH3:12])[C:7](=[O:13])[CH:6]=[C:5]2[C:14]1[CH:19]=[CH:18][CH:17]=[C:16]([Cl:20])[CH:15]=1.C[N:22]1[C:26]([Sn](CCCC)(CCCC)CCCC)=CN=C1.[C]=[O:41].[CH2:42]([N:44]([CH2:47]C)[CH2:45][CH3:46])C. Given the product [Cl:20][C:16]1[CH:15]=[C:14]([C:5]2[C:4]3[C:9](=[CH:10][CH:11]=[C:2]([C:46]([C:45]4[N:44]([CH3:42])[CH:47]=[N:22][CH:26]=4)=[O:41])[CH:3]=3)[N:8]([CH3:12])[C:7](=[O:13])[CH:6]=2)[CH:19]=[CH:18][CH:17]=1, predict the reactants needed to synthesize it. (4) Given the product [Cl:1][C:2]1[CH:3]=[C:4]([NH:15][C:16]2[C:17]3[N:18]([CH:24]=[C:25]([NH:33][C:36]([NH:70][CH2:69][CH2:68][N:62]4[CH2:67][CH2:66][O:65][CH2:64][CH2:63]4)=[O:45])[C:26]=3[CH3:27])[N:19]=[CH:20][C:21]=2[C:22]#[N:23])[CH:5]=[CH:6][C:7]=1[S:8][C:9]1[N:10]([CH3:14])[CH:11]=[CH:12][N:13]=1, predict the reactants needed to synthesize it. The reactants are: [Cl:1][C:2]1[CH:3]=[C:4]([NH:15][C:16]2[C:17]3[N:18]([CH:24]=[C:25](C(O)=O)[C:26]=3[CH3:27])[N:19]=[CH:20][C:21]=2[C:22]#[N:23])[CH:5]=[CH:6][C:7]=1[S:8][C:9]1[N:10]([CH3:14])[CH:11]=[CH:12][N:13]=1.CC[N:33]([CH2:36]C)CC.C1C=CC(P(N=[N+]=[N-])(C2C=CC=CC=2)=[O:45])=CC=1.[Si](N=[N+]=[N-])(C)(C)C.[N:62]1([CH2:68][CH2:69][NH2:70])[CH2:67][CH2:66][O:65][CH2:64][CH2:63]1.